Dataset: Catalyst prediction with 721,799 reactions and 888 catalyst types from USPTO. Task: Predict which catalyst facilitates the given reaction. (1) The catalyst class is: 48. Reactant: [NH2:1][C:2]1[CH:10]=[CH:9][CH:8]=[C:7]([Cl:11])[C:3]=1[C:4]([OH:6])=O.O=S(Cl)Cl.[CH3:16][O:17][C:18]1[C:19]([NH2:24])=[CH:20][CH:21]=[CH:22][CH:23]=1.C(Cl)(Cl)Cl. Product: [NH2:1][C:2]1[CH:10]=[CH:9][CH:8]=[C:7]([Cl:11])[C:3]=1[C:4]([NH:24][C:19]1[CH:20]=[CH:21][CH:22]=[CH:23][C:18]=1[O:17][CH3:16])=[O:6]. (2) Reactant: [CH3:1][N:2]([CH2:4][C:5]1[CH:10]=[CH:9][C:8]([C:11]2[C:20]3[C:15](=[CH:16][CH:17]=[CH:18][C:19]=3[OH:21])[C:14](=[O:22])[NH:13][CH:12]=2)=[CH:7][CH:6]=1)[CH3:3].[ClH:23]. Product: [ClH:23].[CH3:3][N:2]([CH2:4][C:5]1[CH:6]=[CH:7][C:8]([C:11]2[C:20]3[C:15](=[CH:16][CH:17]=[CH:18][C:19]=3[OH:21])[C:14](=[O:22])[NH:13][CH:12]=2)=[CH:9][CH:10]=1)[CH3:1]. The catalyst class is: 5.